From a dataset of NCI-60 drug combinations with 297,098 pairs across 59 cell lines. Regression. Given two drug SMILES strings and cell line genomic features, predict the synergy score measuring deviation from expected non-interaction effect. (1) Drug 1: C1C(C(OC1N2C=NC3=C(N=C(N=C32)Cl)N)CO)O. Drug 2: CCC1=C2CN3C(=CC4=C(C3=O)COC(=O)C4(CC)O)C2=NC5=C1C=C(C=C5)O. Cell line: OVCAR3. Synergy scores: CSS=7.12, Synergy_ZIP=-5.29, Synergy_Bliss=2.48, Synergy_Loewe=-4.41, Synergy_HSA=-1.54. (2) Drug 1: CCCS(=O)(=O)NC1=C(C(=C(C=C1)F)C(=O)C2=CNC3=C2C=C(C=N3)C4=CC=C(C=C4)Cl)F. Drug 2: CC1OCC2C(O1)C(C(C(O2)OC3C4COC(=O)C4C(C5=CC6=C(C=C35)OCO6)C7=CC(=C(C(=C7)OC)O)OC)O)O. Cell line: CAKI-1. Synergy scores: CSS=54.1, Synergy_ZIP=7.03, Synergy_Bliss=7.33, Synergy_Loewe=-2.87, Synergy_HSA=10.0. (3) Drug 1: CS(=O)(=O)C1=CC(=C(C=C1)C(=O)NC2=CC(=C(C=C2)Cl)C3=CC=CC=N3)Cl. Drug 2: CC(CN1CC(=O)NC(=O)C1)N2CC(=O)NC(=O)C2. Cell line: SF-539. Synergy scores: CSS=19.3, Synergy_ZIP=-1.56, Synergy_Bliss=1.33, Synergy_Loewe=2.23, Synergy_HSA=2.71. (4) Drug 1: CC1=C(C=C(C=C1)NC2=NC=CC(=N2)N(C)C3=CC4=NN(C(=C4C=C3)C)C)S(=O)(=O)N.Cl. Drug 2: C(CC(=O)O)C(=O)CN.Cl. Cell line: COLO 205. Synergy scores: CSS=-0.407, Synergy_ZIP=-2.80, Synergy_Bliss=-11.1, Synergy_Loewe=-16.7, Synergy_HSA=-17.8. (5) Drug 1: CC1=C(N=C(N=C1N)C(CC(=O)N)NCC(C(=O)N)N)C(=O)NC(C(C2=CN=CN2)OC3C(C(C(C(O3)CO)O)O)OC4C(C(C(C(O4)CO)O)OC(=O)N)O)C(=O)NC(C)C(C(C)C(=O)NC(C(C)O)C(=O)NCCC5=NC(=CS5)C6=NC(=CS6)C(=O)NCCC[S+](C)C)O. Drug 2: CC1=C(C(=O)C2=C(C1=O)N3CC4C(C3(C2COC(=O)N)OC)N4)N. Cell line: A549. Synergy scores: CSS=60.4, Synergy_ZIP=-3.36, Synergy_Bliss=-3.69, Synergy_Loewe=0.952, Synergy_HSA=3.26. (6) Drug 1: C1CC(C1)(C(=O)O)C(=O)O.[NH2-].[NH2-].[Pt+2]. Drug 2: CC1=C(C(=O)C2=C(C1=O)N3CC4C(C3(C2COC(=O)N)OC)N4)N. Cell line: CCRF-CEM. Synergy scores: CSS=86.8, Synergy_ZIP=-0.0312, Synergy_Bliss=-1.02, Synergy_Loewe=1.59, Synergy_HSA=2.76.